Dataset: Full USPTO retrosynthesis dataset with 1.9M reactions from patents (1976-2016). Task: Predict the reactants needed to synthesize the given product. (1) Given the product [Cl:16][C:5]1[C:4]([N+:1]([O-:3])=[O:2])=[CH:9][CH:8]=[C:7]([C:10]([F:13])([F:12])[F:11])[N:6]=1, predict the reactants needed to synthesize it. The reactants are: [N+:1]([C:4]1[C:5](O)=[N:6][C:7]([C:10]([F:13])([F:12])[F:11])=[CH:8][CH:9]=1)([O-:3])=[O:2].P(Cl)(Cl)(Cl)(Cl)[Cl:16]. (2) Given the product [Cl:1][C:2]1[CH:9]=[C:8]([N:10]([CH2:16][CH:17]2[CH2:20][CH2:19][CH2:18]2)[C@H:11]2[CH2:15][CH2:14][N:13]([S:37]([CH2:36][CH:30]3[CH2:35][CH2:34][CH2:33][CH2:32][CH2:31]3)(=[O:39])=[O:38])[CH2:12]2)[CH:7]=[CH:6][C:3]=1[C:4]#[N:5], predict the reactants needed to synthesize it. The reactants are: [Cl:1][C:2]1[CH:9]=[C:8]([N:10]([CH2:16][CH:17]2[CH2:20][CH2:19][CH2:18]2)[C@H:11]2[CH2:15][CH2:14][NH:13][CH2:12]2)[CH:7]=[CH:6][C:3]=1[C:4]#[N:5].CCN(C(C)C)C(C)C.[CH:30]1([CH2:36][S:37](Cl)(=[O:39])=[O:38])[CH2:35][CH2:34][CH2:33][CH2:32][CH2:31]1.CO. (3) Given the product [CH:1]([C:4]1[N:8]2[C:9]([C:16]([F:19])([F:18])[F:17])=[CH:10][CH:11]=[C:12]([C:13]([NH:32][C:28]3[C:27]([CH3:26])=[N:31][O:30][N:29]=3)=[O:15])[C:7]2=[N:6][N:5]=1)([CH3:2])[CH3:3], predict the reactants needed to synthesize it. The reactants are: [CH:1]([C:4]1[N:8]2[C:9]([C:16]([F:19])([F:18])[F:17])=[CH:10][CH:11]=[C:12]([C:13]([OH:15])=O)[C:7]2=[N:6][N:5]=1)([CH3:3])[CH3:2].C(Cl)(=O)C(Cl)=O.[CH3:26][C:27]1[C:28]([NH2:32])=[N:29][O:30][N:31]=1.C(N(CC)CC)C. (4) The reactants are: Cl[C:2]1[C:3]([C:10]#[N:11])=[N:4][CH:5]=[C:6]([O:8][CH3:9])[CH:7]=1.[CH3:12][O:13][C:14](=[O:17])[CH2:15][SH:16].C(=O)([O-])[O-].[K+].[K+]. Given the product [NH2:11][C:10]1[C:3]2=[N:4][CH:5]=[C:6]([O:8][CH3:9])[CH:7]=[C:2]2[S:16][C:15]=1[C:14]([O:13][CH3:12])=[O:17], predict the reactants needed to synthesize it. (5) Given the product [Br:1][C:2]1[CH:3]=[C:4]2[C:8](=[CH:9][CH:10]=1)[N:7]([S:12]([CH3:11])(=[O:14])=[O:13])[CH:6]=[CH:5]2, predict the reactants needed to synthesize it. The reactants are: [Br:1][C:2]1[CH:3]=[C:4]2[C:8](=[CH:9][CH:10]=1)[NH:7][CH:6]=[CH:5]2.[CH3:11][S:12](Cl)(=[O:14])=[O:13]. (6) The reactants are: [CH:1]([C:4]1[N:5]=[C:6]([C:23]2[CH:28]=[CH:27][C:26]([C:29]([F:32])([F:31])[F:30])=[CH:25][CH:24]=2)[S:7][C:8]=1[CH2:9][NH:10][C:11]1[CH:16]=[CH:15][C:14]([C@@H:17]2[CH2:19][C@H:18]2[C:20](O)=[O:21])=[CH:13][CH:12]=1)([CH3:3])[CH3:2].CN(C(ON1N=[N:48][C:43]2[CH:44]=CC=N[C:42]1=2)=[N+](C)C)C.F[P-](F)(F)(F)(F)F.C(N)(C)C. Given the product [CH:43]([NH:48][C:20]([C@@H:18]1[CH2:19][C@H:17]1[C:14]1[CH:15]=[CH:16][C:11]([NH:10][CH2:9][C:8]2[S:7][C:6]([C:23]3[CH:24]=[CH:25][C:26]([C:29]([F:32])([F:30])[F:31])=[CH:27][CH:28]=3)=[N:5][C:4]=2[CH:1]([CH3:2])[CH3:3])=[CH:12][CH:13]=1)=[O:21])([CH3:44])[CH3:42], predict the reactants needed to synthesize it. (7) Given the product [NH:3]1[C:11]2[C:6](=[CH:7][CH:8]=[CH:9][CH:10]=2)[CH2:5][CH2:4]1, predict the reactants needed to synthesize it. The reactants are: NN.[NH:3]1[C:11]2[C:6](=[CH:7][CH:8]=[CH:9][CH:10]=2)[CH:5]=[CH:4]1. (8) Given the product [Br:23][C:24]1[CH:29]=[C:28]([C:10]#[C:9][C:7]2[CH:8]=[C:3]([CH2:1][CH3:2])[N:4]=[C:5]([CH2:15][CH3:16])[CH:6]=2)[CH:27]=[CH:26][C:25]=1[F:31], predict the reactants needed to synthesize it. The reactants are: [CH2:1]([C:3]1[CH:8]=[C:7]([C:9]#[C:10][Si](C)(C)C)[CH:6]=[C:5]([CH2:15][CH3:16])[N:4]=1)[CH3:2].C(=O)([O-])[O-].[K+].[K+].[Br:23][C:24]1[CH:29]=[C:28](I)[CH:27]=[CH:26][C:25]=1[F:31].Cl. (9) Given the product [Cl:1][C:2]1[C:10]2[N:9]=[C:8]3[N:11]([C:15]4[CH:20]=[CH:19][C:18]([Cl:21])=[CH:17][C:16]=4[Cl:22])[CH2:12][CH2:13][CH2:14][N:7]3[C:6]=2[C:5]([CH:23]([CH:25]2[CH2:27][CH2:26]2)[O:24][CH2:61][C:60]([F:64])([F:63])[F:59])=[CH:4][CH:3]=1, predict the reactants needed to synthesize it. The reactants are: [Cl:1][C:2]1[C:10]2[N:9]=[C:8]3[N:11]([C:15]4[CH:20]=[CH:19][C:18]([Cl:21])=[CH:17][C:16]=4[Cl:22])[CH2:12][CH2:13][CH2:14][N:7]3[C:6]=2[C:5]([CH:23]([CH:25]2[CH2:27][CH2:26]2)[OH:24])=[CH:4][CH:3]=1.N(C(N1CCCCC1)=O)=NC(N1CCCCC1)=O.C(P(CCCC)CCCC)CCC.[F:59][C:60]([F:64])([F:63])[CH2:61]O.